The task is: Predict which catalyst facilitates the given reaction.. This data is from Catalyst prediction with 721,799 reactions and 888 catalyst types from USPTO. (1) Reactant: [F:1][C:2]([F:16])([F:15])[C:3]1[CH:10]=[CH:9][C:8]([C:11]([F:14])([F:13])[F:12])=[CH:7][C:4]=1[CH2:5][OH:6].CCN(CC)CC.[CH3:24][S:25](Cl)(=[O:27])=[O:26].O. Product: [F:1][C:2]([F:15])([F:16])[C:3]1[CH:10]=[CH:9][C:8]([C:11]([F:14])([F:12])[F:13])=[CH:7][C:4]=1[CH2:5][O:6][S:25]([CH3:24])(=[O:27])=[O:26]. The catalyst class is: 25. (2) Reactant: [CH:1]1([C:4]2[CH:5]=[C:6]([C:18]#[C:19][Si](C)(C)C)[CH:7]=[C:8]3[C:13]=2[O:12][C:11]([CH3:15])([CH3:14])[CH2:10][C:9]3([CH3:17])[CH3:16])[CH2:3][CH2:2]1.C(=O)([O-])[O-].[K+].[K+]. Product: [CH:1]1([C:4]2[CH:5]=[C:6]([C:18]#[CH:19])[CH:7]=[C:8]3[C:13]=2[O:12][C:11]([CH3:14])([CH3:15])[CH2:10][C:9]3([CH3:17])[CH3:16])[CH2:3][CH2:2]1. The catalyst class is: 5. (3) Reactant: [Cl:1][C:2]1[CH:3]=[CH:4][C:5]2[N:11]3[C:12]([C:15]([F:18])([F:17])[F:16])=[N:13][N:14]=[C:10]3[C@@H:9]([CH2:19][C:20]([O:22]CC)=[O:21])[O:8][C@H:7]([C:25]3[CH:30]=[CH:29][CH:28]=[C:27]([CH2:31][CH3:32])[C:26]=3[O:33][CH3:34])[C:6]=2[CH:35]=1.Cl.C(O)(=O)CC(CC(O)=O)(C(O)=O)O. Product: [Cl:1][C:2]1[CH:3]=[CH:4][C:5]2[N:11]3[C:12]([C:15]([F:18])([F:17])[F:16])=[N:13][N:14]=[C:10]3[C@@H:9]([CH2:19][C:20]([OH:22])=[O:21])[O:8][C@H:7]([C:25]3[CH:30]=[CH:29][CH:28]=[C:27]([CH2:31][CH3:32])[C:26]=3[O:33][CH3:34])[C:6]=2[CH:35]=1. The catalyst class is: 12. (4) Product: [CH2:1]([O:8][C:9]([N:11]1[CH2:15][CH2:14][C:13]([CH:16]([N:24]=[N+:25]=[N-:26])[CH3:17])([F:23])[CH2:12]1)=[O:10])[C:2]1[CH:7]=[CH:6][CH:5]=[CH:4][CH:3]=1. Reactant: [CH2:1]([O:8][C:9]([N:11]1[CH2:15][CH2:14][C:13]([F:23])([CH:16](OS(C)(=O)=O)[CH3:17])[CH2:12]1)=[O:10])[C:2]1[CH:7]=[CH:6][CH:5]=[CH:4][CH:3]=1.[N-:24]=[N+:25]=[N-:26].[Na+]. The catalyst class is: 35. (5) Reactant: [Cl:1][C:2]1[N:3]=[N:4][C:5](Cl)=[C:6]([CH3:10])[C:7]=1[CH2:8][CH3:9].O.[NH2:13][NH2:14]. Product: [Cl:1][C:2]1[N:3]=[N:4][C:5]([NH:13][NH2:14])=[C:6]([CH3:10])[C:7]=1[CH2:8][CH3:9]. The catalyst class is: 12. (6) Reactant: Cl.[NH2:2][C@@H:3]1[CH2:5][C@H:4]1[C:6]1[CH:11]=[CH:10][C:9]([NH:12][C:13](=[O:21])[C:14]2[CH:19]=[CH:18][CH:17]=[C:16]([Br:20])[CH:15]=2)=[CH:8][CH:7]=1.[CH3:22][O:23][C:24]1[CH:25]=[C:26]([CH:29]=[CH:30][C:31]=1[O:32][CH3:33])[CH:27]=O.C(=O)([O-])O.[Na+].[BH4-].[Na+]. Product: [Br:20][C:16]1[CH:15]=[C:14]([CH:19]=[CH:18][CH:17]=1)[C:13]([NH:12][C:9]1[CH:10]=[CH:11][C:6]([C@@H:4]2[CH2:5][C@H:3]2[NH:2][CH2:27][C:26]2[CH:29]=[CH:30][C:31]([O:32][CH3:33])=[C:24]([O:23][CH3:22])[CH:25]=2)=[CH:7][CH:8]=1)=[O:21]. The catalyst class is: 24. (7) Reactant: [Cl:1][C:2]1[CH:12]=[CH:11][C:5]([NH:6][CH2:7][CH:8]([CH3:10])[CH3:9])=[CH:4][CH:3]=1.[CH3:13][C:14]1[C:18]([CH2:19][O:20][C:21]2[CH:26]=[CH:25][C:24]([S:27](Cl)(=[O:29])=[O:28])=[CH:23][CH:22]=2)=[C:17]([CH3:31])[O:16][N:15]=1. Product: [Cl:1][C:2]1[CH:12]=[CH:11][C:5]([N:6]([CH2:7][CH:8]([CH3:9])[CH3:10])[S:27]([C:24]2[CH:23]=[CH:22][C:21]([O:20][CH2:19][C:18]3[C:14]([CH3:13])=[N:15][O:16][C:17]=3[CH3:31])=[CH:26][CH:25]=2)(=[O:28])=[O:29])=[CH:4][CH:3]=1. The catalyst class is: 377.